Task: Predict the product of the given reaction.. Dataset: Forward reaction prediction with 1.9M reactions from USPTO patents (1976-2016) (1) Given the reactants [C:1]([O:7][CH2:8][C@H:9]([C:15]1[C:24]([CH3:25])=[CH:23][C:18]2[N:19]=[C:20]([OH:22])[S:21][C:17]=2[C:16]=1[Br:26])[O:10][C:11]([CH3:14])([CH3:13])[CH3:12])(=[O:6])[C:2]([CH3:5])([CH3:4])[CH3:3].[CH3:27]C([O-])(C)C.[K+].CI, predict the reaction product. The product is: [C:1]([O:7][CH2:8][C@H:9]([C:15]1[C:24]([CH3:25])=[CH:23][C:18]2[N:19]([CH3:27])[C:20](=[O:22])[S:21][C:17]=2[C:16]=1[Br:26])[O:10][C:11]([CH3:14])([CH3:13])[CH3:12])(=[O:6])[C:2]([CH3:3])([CH3:4])[CH3:5]. (2) Given the reactants [CH3:1][O:2][C:3](=[O:38])[C:4]1[CH:9]=[CH:8][C:7]([CH2:10][N:11]2[CH:15]=[C:14]([C:16]3[CH:21]=[CH:20][C:19]([Cl:22])=[CH:18][C:17]=3[Cl:23])[N:13]=[C:12]2[CH2:24][C:25]2[CH:30]=[CH:29][C:28]([C:31]3[CH:36]=[CH:35][CH:34]=[C:33]([NH2:37])[CH:32]=3)=[CH:27][CH:26]=2)=[CH:6][CH:5]=1.Cl[C:40]([O:42][CH:43]([CH3:45])[CH3:44])=[O:41], predict the reaction product. The product is: [CH3:1][O:2][C:3](=[O:38])[C:4]1[CH:9]=[CH:8][C:7]([CH2:10][N:11]2[CH:15]=[C:14]([C:16]3[CH:21]=[CH:20][C:19]([Cl:22])=[CH:18][C:17]=3[Cl:23])[N:13]=[C:12]2[CH2:24][C:25]2[CH:30]=[CH:29][C:28]([C:31]3[CH:36]=[CH:35][CH:34]=[C:33]([NH:37][C:40]([O:42][CH:43]([CH3:45])[CH3:44])=[O:41])[CH:32]=3)=[CH:27][CH:26]=2)=[CH:6][CH:5]=1. (3) Given the reactants [C:1]1([C:14]2[CH:19]=[CH:18][CH:17]=[CH:16][CH:15]=2)[CH:6]=[CH:5][C:4]([C:7](=[N+]=[N-])[C:8]([O:10][CH3:11])=[O:9])=[CH:3][CH:2]=1.[CH:20](/[C:24]1[CH:29]=[CH:28][CH:27]=[CH:26][CH:25]=1)=[CH:21]\[CH:22]=[CH2:23], predict the reaction product. The product is: [C:1]1([C:14]2[CH:19]=[CH:18][CH:17]=[CH:16][CH:15]=2)[CH:6]=[CH:5][C:4]([C:7]2([C:8]([O:10][CH3:11])=[O:9])[CH2:23][CH:22]2/[CH:21]=[CH:20]/[C:24]2[CH:29]=[CH:28][CH:27]=[CH:26][CH:25]=2)=[CH:3][CH:2]=1. (4) Given the reactants [CH2:1]([O:3][C:4](=[O:46])[CH:5]([O:32][C:33]1[CH:38]=[CH:37][CH:36]=[CH:35][C:34]=1[CH2:39][CH2:40][C:41]([O:43][CH2:44][CH3:45])=[O:42])[CH:6]([CH2:8][CH2:9][CH2:10][CH2:11][CH2:12][CH2:13][O:14]C1C=C(C2C=CC3OCCOC=3C=2)C=C(Br)C=1)[CH3:7])[CH3:2].[C:47]1(B(O)O)[CH:52]=[CH:51][CH:50]=[CH:49][CH:48]=1.[C:56](=[O:59])([O-])[O-].[Na+].[Na+], predict the reaction product. The product is: [CH2:1]([O:3][C:4](=[O:46])[CH:5]([O:32][C:33]1[CH:38]=[CH:37][CH:36]=[CH:35][C:34]=1[CH2:39][CH2:40][C:41]([O:43][CH2:44][CH3:45])=[O:42])[CH:6]([CH2:8][CH2:9][CH2:10][CH2:11][CH2:12][CH2:13][O:14][C:49]1[CH:48]=[C:47]([C:35]2[CH:34]=[CH:33][CH:38]=[CH:37][CH:36]=2)[CH:52]=[C:51]([C:8]2[CH:6]=[CH:5][C:4]3[O:3][CH2:1][CH2:2][O:59][C:56]=3[CH:9]=2)[CH:50]=1)[CH3:7])[CH3:2].